Dataset: Forward reaction prediction with 1.9M reactions from USPTO patents (1976-2016). Task: Predict the product of the given reaction. (1) Given the reactants [Cl:1][C:2]1[CH:9]=[C:8]([O:10][CH2:11][C:12]2[S:16][C:15]([CH:17]3[CH2:22][CH2:21][NH:20][CH2:19][CH2:18]3)=[N:14][C:13]=2[CH3:23])[CH:7]=[CH:6][C:3]=1[C:4]#[N:5].C(N(CC)C(C)C)(C)C.[F:33][C:34]([F:45])([F:44])[CH2:35]OS(C(F)(F)F)(=O)=O.C(OCC)(=O)C, predict the reaction product. The product is: [Cl:1][C:2]1[CH:9]=[C:8]([O:10][CH2:11][C:12]2[S:16][C:15]([CH:17]3[CH2:22][CH2:21][N:20]([CH2:35][C:34]([F:45])([F:44])[F:33])[CH2:19][CH2:18]3)=[N:14][C:13]=2[CH3:23])[CH:7]=[CH:6][C:3]=1[C:4]#[N:5]. (2) Given the reactants [NH2:1][C:2]([C:4]1[CH:5]=[C:6]([CH:18]([OH:47])[CH2:19][NH:20][CH2:21][CH2:22][C:23]2[CH:46]=[CH:45][C:26]([NH:27][CH:28]3[CH2:33][CH2:32][N:31]([C:34]([NH:36][CH2:37][CH2:38][CH2:39][CH2:40][CH2:41][CH2:42][CH2:43][CH3:44])=[O:35])[CH2:30][CH2:29]3)=[CH:25][CH:24]=2)[CH:7]=[CH:8][C:9]=1[O:10]CC1C=CC=CC=1)=[O:3].[H][H], predict the reaction product. The product is: [CH2:37]([NH:36][C:34]([N:31]1[CH2:32][CH2:33][CH:28]([NH:27][C:26]2[CH:45]=[CH:46][C:23]([CH2:22][CH2:21][NH:20][CH2:19][CH:18]([C:6]3[CH:7]=[CH:8][C:9]([OH:10])=[C:4]([C:2](=[O:3])[NH2:1])[CH:5]=3)[OH:47])=[CH:24][CH:25]=2)[CH2:29][CH2:30]1)=[O:35])[CH2:38][CH2:39][CH2:40][CH2:41][CH2:42][CH2:43][CH3:44].